Dataset: TCR-epitope binding with 47,182 pairs between 192 epitopes and 23,139 TCRs. Task: Binary Classification. Given a T-cell receptor sequence (or CDR3 region) and an epitope sequence, predict whether binding occurs between them. (1) Result: 0 (the TCR does not bind to the epitope). The epitope is NLVPMVATV. The TCR CDR3 sequence is CASSYGLNTEAFF. (2) The epitope is VLAWLYAAV. The TCR CDR3 sequence is CASSQDRTGGGYEQYF. Result: 0 (the TCR does not bind to the epitope). (3) The epitope is KAYNVTQAF. The TCR CDR3 sequence is CASSQELPAFF. Result: 1 (the TCR binds to the epitope). (4) The epitope is ALLADKFPV. The TCR CDR3 sequence is CASSVIGGVKNQPQHF. Result: 0 (the TCR does not bind to the epitope). (5) The epitope is NEGVKAAW. The TCR CDR3 sequence is CASSDSAGDGGELFF. Result: 1 (the TCR binds to the epitope). (6) Result: 0 (the TCR does not bind to the epitope). The TCR CDR3 sequence is CASSVSARPNGYTF. The epitope is KRWIILGLNK. (7) The epitope is KRWIILGLNK. The TCR CDR3 sequence is CASSLDRNEQYF. Result: 1 (the TCR binds to the epitope). (8) The epitope is VVYRGTTTY. The TCR CDR3 sequence is CASSQEQLANEQFF. Result: 1 (the TCR binds to the epitope).